Task: Predict which catalyst facilitates the given reaction.. Dataset: Catalyst prediction with 721,799 reactions and 888 catalyst types from USPTO (1) Reactant: [Br:1][C:2]1[CH:9]=[C:8]([N:10]2[C:14]([OH:15])=[CH:13][C:12]([CH3:16])=[N:11]2)[CH:7]=[CH:6][C:3]=1[C:4]#[N:5].[O-]CC.[Mg+2].[O-]CC.[CH3:24][C:25]([CH3:30])=[CH:26][C:27](Cl)=[O:28]. Product: [Br:1][C:2]1[CH:9]=[C:8]([N:10]2[C:14]([OH:15])=[C:13]([C:27](=[O:28])[CH:26]=[C:25]([CH3:30])[CH3:24])[C:12]([CH3:16])=[N:11]2)[CH:7]=[CH:6][C:3]=1[C:4]#[N:5]. The catalyst class is: 1. (2) Reactant: C([O:8][C:9]1[CH:14]=[CH:13][C:12]([CH2:15][CH2:16][C:17](=[O:24])[CH2:18][C:19]([O:21][CH2:22][CH3:23])=[O:20])=[CH:11][CH:10]=1)C1C=CC=CC=1. Product: [OH:8][C:9]1[CH:10]=[CH:11][C:12]([CH2:15][CH2:16][C:17](=[O:24])[CH2:18][C:19]([O:21][CH2:22][CH3:23])=[O:20])=[CH:13][CH:14]=1. The catalyst class is: 99. (3) Reactant: O=C1C2C(=CC=CC=2)C(=O)[N:3]1[CH2:12][C:13]1[CH:18]=[CH:17][C:16]([CH2:19][CH2:20][CH2:21][C:22]2[N:23]=[C:24]([NH:27][C:28](=[O:30])[CH3:29])[S:25][CH:26]=2)=[CH:15][CH:14]=1.O.NN. Product: [NH2:3][CH2:12][C:13]1[CH:18]=[CH:17][C:16]([CH2:19][CH2:20][CH2:21][C:22]2[N:23]=[C:24]([NH:27][C:28](=[O:30])[CH3:29])[S:25][CH:26]=2)=[CH:15][CH:14]=1. The catalyst class is: 10. (4) Reactant: [CH3:1][O:2][C:3]1[CH:4]=[CH:5][C:6]([C:16](=O)[C:17]([CH3:23])([CH3:22])[C:18](OC)=[O:19])=[C:7]2[C:12]=1[N:11]=[C:10]([CH:13]([CH3:15])[CH3:14])[CH:9]=[CH:8]2.O.[NH2:26][NH2:27]. Product: [CH3:1][O:2][C:3]1[CH:4]=[CH:5][C:6]([C:16]2[C:17]([CH3:23])([CH3:22])[C:18](=[O:19])[NH:27][N:26]=2)=[C:7]2[C:12]=1[N:11]=[C:10]([CH:13]([CH3:15])[CH3:14])[CH:9]=[CH:8]2. The catalyst class is: 8. (5) Reactant: [OH-].[Na+].[F:3][C:4]1[CH:5]=[C:6]([N:11]2[CH2:15][CH2:14][CH2:13][C@@H:12]2[C:16]2[CH:17]=[C:18]([C:33]([O:35]C)=[O:34])[CH:19]=[C:20]3[C:25]=2[O:24][C:23]([N:26]2[CH2:31][CH2:30][O:29][CH2:28][CH2:27]2)=[CH:22][C:21]3=[O:32])[CH:7]=[C:8]([F:10])[CH:9]=1.Cl. Product: [F:3][C:4]1[CH:5]=[C:6]([N:11]2[CH2:15][CH2:14][CH2:13][C@@H:12]2[C:16]2[CH:17]=[C:18]([C:33]([OH:35])=[O:34])[CH:19]=[C:20]3[C:25]=2[O:24][C:23]([N:26]2[CH2:27][CH2:28][O:29][CH2:30][CH2:31]2)=[CH:22][C:21]3=[O:32])[CH:7]=[C:8]([F:10])[CH:9]=1. The catalyst class is: 100. (6) Reactant: [C:1]([O:4][C@H:5]1[CH2:22][CH2:21][C@@:20]2([CH3:23])[C@@H:7]([CH2:8][CH2:9][C@:10]3([CH3:34])[C@@H:19]2[CH2:18][CH2:17][C@H:16]2[C@@:11]3([CH3:33])[CH2:12][CH2:13][C@@:14]3([C:30](O)=[O:31])[CH2:26][CH2:25][C@@H:24]([C:27]([CH3:29])=[CH2:28])[C@@H:15]32)[C:6]1([CH3:36])[CH3:35])(=[O:3])[CH3:2].[NH2:37][C@@H:38]1[CH2:41][C@H:40]([C:42]([N:44]2[CH2:49][CH2:48][CH2:47][CH2:46][CH2:45]2)=[O:43])[C:39]1([CH3:51])[CH3:50]. Product: [C:1]([O:4][C@H:5]1[CH2:22][CH2:21][C@@:20]2([CH3:23])[C@@H:7]([CH2:8][CH2:9][C@:10]3([CH3:34])[C@@H:19]2[CH2:18][CH2:17][C@H:16]2[C@@:11]3([CH3:33])[CH2:12][CH2:13][C@@:14]3([C:30](=[O:31])[NH:37][C@@H:38]4[CH2:41][C@H:40]([C:42]([N:44]5[CH2:49][CH2:48][CH2:47][CH2:46][CH2:45]5)=[O:43])[C:39]4([CH3:51])[CH3:50])[CH2:26][CH2:25][C@@H:24]([C:27]([CH3:29])=[CH2:28])[C@@H:15]32)[C:6]1([CH3:36])[CH3:35])(=[O:3])[CH3:2]. The catalyst class is: 2. (7) Reactant: C[Si](C)(C)[C:3]1[S:4][C:5]2[CH:11]=[CH:10][CH:9]=[CH:8][C:6]=2[N:7]=1.[Br:14][CH2:15][C:16](Br)=[O:17].C([O-])(O)=O.[Na+]. Product: [S:4]1[C:5]2[CH:11]=[CH:10][CH:9]=[CH:8][C:6]=2[N:7]=[C:3]1[C:16](=[O:17])[CH2:15][Br:14]. The catalyst class is: 2.